From a dataset of HIV replication inhibition screening data with 41,000+ compounds from the AIDS Antiviral Screen. Binary Classification. Given a drug SMILES string, predict its activity (active/inactive) in a high-throughput screening assay against a specified biological target. (1) The molecule is O=C(Cn1c(-c2ccccc2)cc2ccccc21)N1CCCC1. The result is 0 (inactive). (2) The molecule is c1c[n+]([Ni-4]([n+]2cc[nH]c2)([n+]2cc[nH]c2)([n+]2cc[nH]c2)([n+]2cc[nH]c2)[n+]2cc[nH]c2)c[nH]1. The result is 0 (inactive). (3) The result is 0 (inactive). The drug is O=C1N(Cl)C2(c3ccccc3)N(Cl)C(=O)N(Cl)C2(c2ccccc2)N1Cl. (4) The compound is COC(=O)c1ccccc1N(C(=O)c1ccccc1)c1ccccc1C. The result is 0 (inactive). (5) The compound is Cc1ccc(S(=O)(=O)O)cc1.N=C(NO)NN=Cc1cnc2cc(C(F)(F)F)ccc2c1O. The result is 0 (inactive).